From a dataset of Catalyst prediction with 721,799 reactions and 888 catalyst types from USPTO. Predict which catalyst facilitates the given reaction. (1) Reactant: Cl.[NH2:2][CH:3]([C:5]1[S:9][C:8]([C:10]([O:12][CH3:13])=[O:11])=[CH:7][CH:6]=1)[CH3:4].C(N(CC)C(C)C)(C)C.[N:23]([CH:26]1[CH2:30][CH2:29][CH2:28][CH2:27]1)=[C:24]=[O:25]. The catalyst class is: 26. Product: [CH:26]1([NH:23][C:24](=[O:25])[NH:2][CH:3]([C:5]2[S:9][C:8]([C:10]([O:12][CH3:13])=[O:11])=[CH:7][CH:6]=2)[CH3:4])[CH2:30][CH2:29][CH2:28][CH2:27]1. (2) Reactant: [S:1]1[CH:5]=[C:4]([NH:6][C:7](=[O:13])[O:8][C:9]([CH3:12])([CH3:11])[CH3:10])[N:3]=[CH:2]1.C[Si](C)(C)[N-][Si](C)(C)C.[Li+].[C:24]([C:26]1[CH:27]=[C:28]([S:33](Cl)(=[O:35])=[O:34])[CH:29]=[CH:30][C:31]=1[F:32])#[N:25].[Cl-].[NH4+]. Product: [C:24]([C:26]1[CH:27]=[C:28]([S:33]([N:6]([C:4]2[N:3]=[CH:2][S:1][CH:5]=2)[C:7](=[O:13])[O:8][C:9]([CH3:10])([CH3:12])[CH3:11])(=[O:35])=[O:34])[CH:29]=[CH:30][C:31]=1[F:32])#[N:25]. The catalyst class is: 7. (3) Reactant: Br.[N:2]1([C:8](=[NH:10])[NH2:9])[CH2:7][CH2:6][CH2:5][CH2:4][CH2:3]1.[Cl:11][C:12]([SH:15])(Cl)Cl.[OH-].[Na+]. Product: [Cl:11][C:12]1[S:15][N:9]=[C:8]([N:2]2[CH2:7][CH2:6][CH2:5][CH2:4][CH2:3]2)[N:10]=1. The catalyst class is: 34. (4) Reactant: [O:1]=[C:2]1[N:6]([CH:7]([CH2:11][C:12]2[CH:17]=[CH:16][CH:15]=[CH:14][CH:13]=2)[C:8]([OH:10])=[O:9])[C:5](=[S:18])[NH:4][CH2:3]1.[Br:19][C:20]1[CH:25]=[CH:24][C:23]([C:26]2S[C:29]([CH:31]=O)=[CH:28][CH:27]=2)=[CH:22][C:21]=1[Cl:33].NCCC(O)=[O:38].CO.C(Cl)Cl. Product: [Br:19][C:20]1[CH:25]=[CH:24][C:23]([C:26]2[O:38][C:29](/[CH:31]=[C:3]3/[NH:4][C:5](=[S:18])[N:6]([CH:7]([CH2:11][C:12]4[CH:17]=[CH:16][CH:15]=[CH:14][CH:13]=4)[C:8]([OH:10])=[O:9])[C:2]/3=[O:1])=[CH:28][CH:27]=2)=[CH:22][C:21]=1[Cl:33]. The catalyst class is: 15. (5) Reactant: [OH:1][C:2]1[CH:11]=[C:10]([OH:12])[C:9]([C:13](=[O:16])[CH2:14][CH3:15])=[C:8]2[C:3]=1[C:4]([CH2:18][CH2:19][CH3:20])=[CH:5][C:6](=[O:17])[O:7]2.[CH3:21][C:22]([CH3:26])=[CH:23][CH:24]=O. Product: [OH:12][C:10]1[C:11]2[CH:24]=[CH:23][C:22]([CH3:26])([CH3:21])[O:1][C:2]=2[C:3]2[C:4]([CH2:18][CH2:19][CH3:20])=[CH:5][C:6](=[O:17])[O:7][C:8]=2[C:9]=1[C:13](=[O:16])[CH2:14][CH3:15]. The catalyst class is: 17. (6) Reactant: [CH2:1]([C:3]1[CH:8]=[CH:7][C:6]([NH:9][C:10](=[O:39])[O:11][CH2:12][C:13]2([C:30](=[O:38])[NH:31][CH2:32][C:33]3[NH:34][CH:35]=[CH:36][N:37]=3)[CH2:18][CH2:17][N:16]([C:19](=[O:29])[CH2:20][NH:21]C(OC(C)(C)C)=O)[CH2:15][CH2:14]2)=[CH:5][CH:4]=1)[CH3:2].[ClH:40]. Product: [CH2:1]([C:3]1[CH:4]=[CH:5][C:6]([NH:9][C:10](=[O:39])[O:11][CH2:12][C:13]2([C:30](=[O:38])[NH:31][CH2:32][C:33]3[NH:37][CH:36]=[CH:35][N:34]=3)[CH2:14][CH2:15][N:16]([C:19](=[O:29])[CH2:20][NH2:21])[CH2:17][CH2:18]2)=[CH:7][CH:8]=1)[CH3:2].[ClH:40]. The catalyst class is: 5. (7) Reactant: Cl[CH2:2][CH2:3][NH:4][C:5]([NH:7][C:8]1[CH:9]=[N:10][CH:11]=[CH:12][CH:13]=1)=[O:6].[H-].[Na+].C(OCC)(=O)C. Product: [N:10]1[CH:11]=[CH:12][CH:13]=[C:8]([N:7]2[CH2:2][CH2:3][NH:4][C:5]2=[O:6])[CH:9]=1. The catalyst class is: 198. (8) Reactant: [CH2:1]([O:3][C:4](=[O:15])[C:5]([C:8]1(O)[CH2:13][CH2:12][O:11][CH2:10][CH2:9]1)([CH3:7])[CH3:6])[CH3:2].S(Cl)(Cl)=O.CN(C)C=O. Product: [CH2:1]([O:3][C:4](=[O:15])[C:5]([C:8]1[CH2:13][CH2:12][O:11][CH2:10][CH:9]=1)([CH3:7])[CH3:6])[CH3:2]. The catalyst class is: 22.